Dataset: Forward reaction prediction with 1.9M reactions from USPTO patents (1976-2016). Task: Predict the product of the given reaction. (1) Given the reactants C(OC([N:8]1[CH2:13][CH2:12][CH:11]([N:14]([C:16](=[O:25])[C:17]2[CH:22]=[CH:21][C:20]([C:23]#[N:24])=[CH:19][CH:18]=2)[CH3:15])[CH2:10][CH2:9]1)=O)(C)(C)C.Cl, predict the reaction product. The product is: [C:23]([C:20]1[CH:19]=[CH:18][C:17]([C:16]([N:14]([CH3:15])[CH:11]2[CH2:10][CH2:9][NH:8][CH2:13][CH2:12]2)=[O:25])=[CH:22][CH:21]=1)#[N:24]. (2) Given the reactants [N:1]1[C:9]2[C:4](=[N:5][CH:6]=[CH:7][CH:8]=2)[NH:3][C:2]=1[C:10]1[CH:11]=[C:12]([OH:22])[CH:13]=[C:14]([O:16][C@@H:17]([CH3:21])[CH2:18][O:19][CH3:20])[CH:15]=1.F[C:24]1[CH:29]=[CH:28][C:27]([S:30]([C:33]2C=CC(F)=CC=2)(=[O:32])=[O:31])=[CH:26][CH:25]=1.C(=O)([O-])[O-].[K+].[K+].O, predict the reaction product. The product is: [CH3:20][O:19][CH2:18][C@H:17]([CH3:21])[O:16][C:14]1[CH:15]=[C:10]([C:2]2[NH:3][C:4]3=[N:5][CH:6]=[CH:7][CH:8]=[C:9]3[N:1]=2)[CH:11]=[C:12]([O:22][C:24]2[CH:29]=[CH:28][C:27]([S:30]([CH3:33])(=[O:32])=[O:31])=[CH:26][CH:25]=2)[CH:13]=1. (3) Given the reactants [CH3:1][N:2]1[CH2:7][CH:6]=[C:5]([C:8]2[C:16]3[C:11](=[N:12][CH:13]=[CH:14][CH:15]=3)[NH:10][CH:9]=2)[CH2:4][CH2:3]1.[CH3:17][O:18][C:19]1[CH:24]=[CH:23][C:22]([S:25](Cl)(=[O:27])=[O:26])=[CH:21][CH:20]=1, predict the reaction product. The product is: [CH3:17][O:18][C:19]1[CH:20]=[CH:21][C:22]([S:25]([N:10]2[C:11]3[C:16](=[CH:15][CH:14]=[CH:13][N:12]=3)[C:8]([C:5]3[CH2:4][CH2:3][N:2]([CH3:1])[CH2:7][CH:6]=3)=[CH:9]2)(=[O:27])=[O:26])=[CH:23][CH:24]=1. (4) Given the reactants C[O:2][C:3](=[O:41])[CH2:4][O:5][C:6]1[CH:11]=[CH:10][C:9]([O:12][CH2:13][C:14]2[CH:19]=[C:18]([C:20]3[CH:25]=[CH:24][C:23]([C:26]([F:29])([F:28])[F:27])=[CH:22][CH:21]=3)[CH:17]=[C:16]([C:30]3[CH:35]=[CH:34][C:33]([C:36]([F:39])([F:38])[F:37])=[CH:32][CH:31]=3)[CH:15]=2)=[CH:8][C:7]=1[CH3:40].O.[OH-].[Li+].O, predict the reaction product. The product is: [F:27][C:26]([F:28])([F:29])[C:23]1[CH:24]=[CH:25][C:20]([C:18]2[CH:19]=[C:14]([CH:15]=[C:16]([C:30]3[CH:35]=[CH:34][C:33]([C:36]([F:39])([F:37])[F:38])=[CH:32][CH:31]=3)[CH:17]=2)[CH2:13][O:12][C:9]2[CH:10]=[CH:11][C:6]([O:5][CH2:4][C:3]([OH:41])=[O:2])=[C:7]([CH3:40])[CH:8]=2)=[CH:21][CH:22]=1. (5) Given the reactants [Cl:1][C:2]1[CH:21]=[CH:20][C:19]([NH:22][CH2:23][CH2:24][NH:25][CH2:26][CH2:27][S:28][CH3:29])=[CH:18][C:3]=1[C:4]([NH:6][CH2:7][C:8]12[CH2:17][CH:12]3[CH2:13][CH:14]([CH2:16][CH:10]([CH2:11]3)[CH2:9]1)[CH2:15]2)=[O:5].[C:30]([O:34][C:35](O[C:35]([O:34][C:30]([CH3:33])([CH3:32])[CH3:31])=[O:36])=[O:36])([CH3:33])([CH3:32])[CH3:31].C(N(CC)CC)C.ClCCl, predict the reaction product. The product is: [Cl:1][C:2]1[CH:21]=[CH:20][C:19]([NH:22][CH2:23][CH2:24][N:25]([CH2:26][CH2:27][S:28][CH3:29])[C:35](=[O:36])[O:34][C:30]([CH3:33])([CH3:32])[CH3:31])=[CH:18][C:3]=1[C:4]([NH:6][CH2:7][C:8]12[CH2:9][CH:10]3[CH2:16][CH:14]([CH2:13][CH:12]([CH2:11]3)[CH2:17]1)[CH2:15]2)=[O:5]. (6) The product is: [C:11]([C:9]1[CH:10]=[C:5]([S:1]([Cl:19])(=[O:3])=[O:2])[CH:6]=[CH:7][C:8]=1[Cl:14])(=[O:13])[CH3:12]. Given the reactants [S:1](=[O:3])=[O:2].N[C:5]1[CH:6]=[CH:7][C:8]([Cl:14])=[C:9]([C:11](=[O:13])[CH3:12])[CH:10]=1.N([O-])=O.[Na+].[ClH:19], predict the reaction product.